The task is: Predict the product of the given reaction.. This data is from Forward reaction prediction with 1.9M reactions from USPTO patents (1976-2016). (1) The product is: [CH3:9][O:8][C:6]1[CH:7]=[C:2]([CH:3]=[C:4]([O:10][CH3:11])[CH:5]=1)[O:12][CH2:13][C@@H:14]1[C@:23]2([CH3:24])[C@H:18]([C:19]([CH3:26])([CH3:25])[CH2:20][CH2:21][CH2:22]2)[CH2:17][CH2:16][C@@:15]1([CH3:28])[OH:27]. Given the reactants I[C:2]1[CH:7]=[C:6]([O:8][CH3:9])[CH:5]=[C:4]([O:10][CH3:11])[CH:3]=1.[OH:12][CH2:13][C@@H:14]1[C@:23]2([CH3:24])[C@H:18]([C:19]([CH3:26])([CH3:25])[CH2:20][CH2:21][CH2:22]2)[CH2:17][CH2:16][C@@:15]1([CH3:28])[OH:27].C([O-])([O-])=O.[Cs+].[Cs+].COCCOCCOC, predict the reaction product. (2) Given the reactants [CH2:1]([O:5][C:6]([N:8]1[CH2:13][CH2:12][N:11]([C:14](=[O:26])[C@@H:15]([NH:18]C(OC(C)(C)C)=O)[CH2:16][OH:17])[CH2:10][CH2:9]1)=[O:7])[CH2:2][CH2:3][CH3:4].[ClH:27], predict the reaction product. The product is: [ClH:27].[CH2:1]([O:5][C:6]([N:8]1[CH2:9][CH2:10][N:11]([C:14](=[O:26])[CH:15]([NH2:18])[CH2:16][OH:17])[CH2:12][CH2:13]1)=[O:7])[CH2:2][CH2:3][CH3:4].